This data is from Full USPTO retrosynthesis dataset with 1.9M reactions from patents (1976-2016). The task is: Predict the reactants needed to synthesize the given product. (1) Given the product [F:1][C:2]1[CH:7]=[CH:6][C:5]([C:8]2[N:12]([CH3:13])[N:11]=[CH:10][C:9]=2/[CH:14]=[CH:15]/[C:16]([NH:18][C:19]2[CH:20]=[CH:21][C:22]([CH2:25][CH:26]([OH:31])[C:27]([OH:29])=[O:28])=[CH:23][CH:24]=2)=[O:17])=[CH:4][CH:3]=1, predict the reactants needed to synthesize it. The reactants are: [F:1][C:2]1[CH:7]=[CH:6][C:5]([C:8]2[N:12]([CH3:13])[N:11]=[CH:10][C:9]=2/[CH:14]=[CH:15]/[C:16]([NH:18][C:19]2[CH:24]=[CH:23][C:22]([CH2:25][CH:26]([OH:31])[C:27]([O:29]C)=[O:28])=[CH:21][CH:20]=2)=[O:17])=[CH:4][CH:3]=1.[OH-].[Na+].Cl. (2) Given the product [CH:1]([C:4]1[CH:9]=[CH:8][C:7]([NH:10][C:11]([C:13]2[CH:18]=[C:17]([C:19]3[CH:24]=[C:23]([NH:25][C:26](=[O:35])[O:27][CH2:28][C:29]4[CH:30]=[CH:31][CH:32]=[CH:33][CH:34]=4)[C:22](=[O:36])[NH:21][CH:20]=3)[CH:16]=[CH:15][N:14]=2)=[O:12])=[CH:6][C:5]=1[CH3:38])([CH3:3])[CH3:2], predict the reactants needed to synthesize it. The reactants are: [CH:1]([C:4]1[CH:9]=[CH:8][C:7]([NH:10][C:11]([C:13]2[CH:18]=[C:17]([C:19]3[CH:20]=[N:21][C:22]([O:36]C)=[C:23]([NH:25][C:26](=[O:35])[O:27][CH2:28][C:29]4[CH:34]=[CH:33][CH:32]=[CH:31][CH:30]=4)[CH:24]=3)[CH:16]=[CH:15][N:14]=2)=[O:12])=[CH:6][C:5]=1[CH3:38])([CH3:3])[CH3:2].C[Si](Cl)(C)C.[I-].[Na+]. (3) The reactants are: [C:1]([C:3]1[CH:8]=[CH:7][C:6]([C:9]2[CH:10]=[N:11][N:12]([C:15]3[CH:23]=[CH:22][C:18]([C:19]([OH:21])=O)=[CH:17][N:16]=3)[C:13]=2[OH:14])=[C:5]([CH3:24])[CH:4]=1)#[N:2].[CH:25]([N:28]1[CH2:32][CH2:31][CH:30]([CH2:33][NH:34][CH3:35])[CH2:29]1)([CH3:27])[CH3:26]. Given the product [C:1]([C:3]1[CH:8]=[CH:7][C:6]([C:9]2[CH:10]=[N:11][N:12]([C:15]3[CH:23]=[CH:22][C:18]([C:19]([N:34]([CH2:33][CH:30]4[CH2:31][CH2:32][N:28]([CH:25]([CH3:27])[CH3:26])[CH2:29]4)[CH3:35])=[O:21])=[CH:17][N:16]=3)[C:13]=2[OH:14])=[C:5]([CH3:24])[CH:4]=1)#[N:2], predict the reactants needed to synthesize it. (4) Given the product [F:1][C:2]1[CH:10]=[CH:9][CH:8]=[C:7]2[C:3]=1[C:4]([C:18]([O:20][CH3:21])=[O:19])=[N:5][N:6]2[C:11]1[CH:16]=[C:15]([C:23]#[C:22][C@:24]2([OH:31])[CH2:28][CH2:27][N:26]([CH3:29])[C:25]2=[O:30])[CH:14]=[CH:13][N:12]=1, predict the reactants needed to synthesize it. The reactants are: [F:1][C:2]1[CH:10]=[CH:9][CH:8]=[C:7]2[C:3]=1[C:4]([C:18]([O:20][CH3:21])=[O:19])=[N:5][N:6]2[C:11]1[CH:16]=[C:15](I)[CH:14]=[CH:13][N:12]=1.[C:22]([C@:24]1([OH:31])[CH2:28][CH2:27][N:26]([CH3:29])[C:25]1=[O:30])#[CH:23]. (5) The reactants are: B(O)(O)[C@H]1N(C([C@@H](N)C(C)C)=O)CCC1.CS(O)(=O)=O.[CH3:21][O:22][C:23](=[O:30])[CH2:24][C@H:25]([CH2:28][F:29])[CH2:26]Br.[CH2:31]([O:33][C:34](=[O:44])[CH2:35][NH:36][CH2:37][C:38]1[CH:43]=[CH:42][CH:41]=[CH:40][CH:39]=1)[CH3:32]. Given the product [CH3:21][O:22][C:23](=[O:30])[CH2:24][C@H:25]([CH2:28][F:29])[CH2:26][N:36]([CH2:37][C:38]1[CH:39]=[CH:40][CH:41]=[CH:42][CH:43]=1)[CH2:35][C:34]([O:33][CH2:31][CH3:32])=[O:44], predict the reactants needed to synthesize it.